From a dataset of Reaction yield outcomes from USPTO patents with 853,638 reactions. Predict the reaction yield, written as a fraction of the theoretical maximum amount of product (1.0 means a 100% yield; for example, 0.34 means a 34% yield). (1) No catalyst specified. The product is [CH3:1][O:2][C:3]1[CH:8]=[CH:7][CH:6]=[CH:5][C:4]=1[C:9]1[C:17]2[C:12](=[N:13][CH:14]=[C:15]([C:18]3[CH:19]=[C:20]([CH:24]([OH:27])[CH2:25][OH:26])[CH:21]=[CH:22][CH:23]=3)[CH:16]=2)[NH:11][N:10]=1. The yield is 0.125. The reactants are [CH3:1][O:2][C:3]1[CH:8]=[CH:7][CH:6]=[CH:5][C:4]=1[C:9]1[C:17]2[C:12](=[N:13][CH:14]=[C:15]([C:18]3[CH:19]=[C:20]([CH:24]([OH:27])[CH2:25][OH:26])[CH:21]=[CH:22][CH:23]=3)[CH:16]=2)[N:11](COCC[Si](C)(C)C)[N:10]=1.FC(F)(F)C(O)=O. (2) The reactants are [Cl:1][C:2]1[CH:7]=[CH:6][C:5]([C:8]2[C:12]([CH2:13][CH2:14][C:15](OC)=[O:16])=[CH:11][O:10][N:9]=2)=[CH:4][C:3]=1[F:19].[H-].C([Al+]CC(C)C)C(C)C.Cl. The catalyst is O1CCCC1. The product is [Cl:1][C:2]1[CH:7]=[CH:6][C:5]([C:8]2[C:12]([CH2:13][CH2:14][CH2:15][OH:16])=[CH:11][O:10][N:9]=2)=[CH:4][C:3]=1[F:19]. The yield is 0.920. (3) The reactants are C(OC([N:8]1[CH2:13][CH2:12][N:11]([C:14]2[CH:15]=[N:16][C:17]([NH:20][C:21]3[N:22]=[CH:23][C:24]4[CH:30]=[C:29]([O:31][CH2:32][CH2:33][O:34][CH2:35][CH3:36])[C:28](=[O:37])[N:27]([CH:38]5[CH2:42][CH2:41][CH2:40][CH2:39]5)[C:25]=4[N:26]=3)=[CH:18][CH:19]=2)[CH2:10][CH2:9]1)=O)(C)(C)C.[ClH:43]. The yield is 0.520. The catalyst is C(Cl)Cl.CCOCC. The product is [ClH:43].[CH:38]1([N:27]2[C:25]3[N:26]=[C:21]([NH:20][C:17]4[CH:18]=[CH:19][C:14]([N:11]5[CH2:12][CH2:13][NH:8][CH2:9][CH2:10]5)=[CH:15][N:16]=4)[N:22]=[CH:23][C:24]=3[CH:30]=[C:29]([O:31][CH2:32][CH2:33][O:34][CH2:35][CH3:36])[C:28]2=[O:37])[CH2:39][CH2:40][CH2:41][CH2:42]1. (4) The reactants are [Cl:1][C:2]1[N:7]=[C:6]([NH:8][NH:9][C:10](=[O:29])[C@H:11]([CH2:23][CH:24]2[CH2:28][CH2:27][CH2:26][CH2:25]2)[CH2:12][N:13]([O:16]C2CCCCO2)[CH:14]=[O:15])[C:5]([F:30])=[C:4]([N:31]2[CH2:35][C@@H:34]([OH:36])[C:33]([CH3:38])([CH3:37])[CH2:32]2)[N:3]=1. The catalyst is CC(O)=O.O. The product is [Cl:1][C:2]1[N:7]=[C:6]([NH:8][NH:9][C:10](=[O:29])[C@H:11]([CH2:23][CH:24]2[CH2:25][CH2:26][CH2:27][CH2:28]2)[CH2:12][N:13]([OH:16])[CH:14]=[O:15])[C:5]([F:30])=[C:4]([N:31]2[CH2:35][C@@H:34]([OH:36])[C:33]([CH3:38])([CH3:37])[CH2:32]2)[N:3]=1. The yield is 0.630. (5) The reactants are [NH2:1][C@:2]12[CH2:37][CH2:36][C@@H:35]([C:38]([CH3:40])=[CH2:39])[C@@H:3]1[C@@H:4]1[C@@:17]([CH3:20])([CH2:18][CH2:19]2)[C@@:16]2([CH3:21])[C@@H:7]([C@:8]3([CH3:34])[C@@H:13]([CH2:14][CH2:15]2)[C:12]([CH3:23])([CH3:22])[C:11]([C:24]2[CH:33]=[CH:32][C:27]([C:28]([O:30]C)=[O:29])=[CH:26][CH:25]=2)=[CH:10][CH2:9]3)[CH2:6][CH2:5]1.CN(C)CCC(N[C@]12CC[C@@H](C(C)=C)[C@@H]1[C@@H]1[C@@](C)(CC2)[C@@]2(C)[C@@H]([C@]3(C)[C@@H](CC2)C(C)(C)C(C2C=CC(C(O)=O)=CC=2)=CC3)CC1)=O.[CH3:87][S:88]([N:91]1[CH2:95][CH2:94][CH2:93][CH:92]1[C:96]([OH:98])=O)(=[O:90])=[O:89]. No catalyst specified. The product is [CH3:20][C@:17]12[C@@:16]3([CH3:21])[C@@H:7]([C@:8]4([CH3:34])[C@@H:13]([CH2:14][CH2:15]3)[C:12]([CH3:22])([CH3:23])[C:11]([C:24]3[CH:33]=[CH:32][C:27]([C:28]([OH:30])=[O:29])=[CH:26][CH:25]=3)=[CH:10][CH2:9]4)[CH2:6][CH2:5][C@@H:4]1[C@H:3]1[C@H:35]([C:38]([CH3:40])=[CH2:39])[CH2:36][CH2:37][C@:2]1([NH:1][C:96]([CH:92]1[CH2:93][CH2:94][CH2:95][N:91]1[S:88]([CH3:87])(=[O:89])=[O:90])=[O:98])[CH2:19][CH2:18]2. The yield is 0.170. (6) The reactants are [CH:1]([C:4]1[CH:9]=[CH:8][CH:7]=[C:6]([CH:10]([CH3:12])[CH3:11])[C:5]=1[NH:13][C:14](=[O:25])[CH2:15][N:16]1[CH2:21][CH2:20][N:19]([CH2:22][CH2:23]O)[CH2:18][CH2:17]1)([CH3:3])[CH3:2].C(N(CC)CC)C.CS(Cl)(=O)=O.[SH:38][C:39]1[O:40][C:41]2[CH:47]=[CH:46][CH:45]=[CH:44][C:42]=2[N:43]=1.C(=O)([O-])[O-].[K+].[K+].C1OCCOCCOCCOCCOCCOC1. The catalyst is C1COCC1.CN(C)C1C=CN=CC=1.O. The product is [O:40]1[C:41]2[CH:47]=[CH:46][CH:45]=[CH:44][C:42]=2[N:43]=[C:39]1[S:38][CH2:23][CH2:22][N:19]1[CH2:18][CH2:17][N:16]([CH2:15][C:14]([NH:13][C:5]2[C:6]([CH:10]([CH3:12])[CH3:11])=[CH:7][CH:8]=[CH:9][C:4]=2[CH:1]([CH3:2])[CH3:3])=[O:25])[CH2:21][CH2:20]1. The yield is 0.790. (7) The reactants are [CH3:1][C:2]1([CH3:24])[CH2:6][N:5]([C:7]([NH:21][CH2:22][CH3:23])=[N:8][S:9]([C:12]2[CH:17]=[CH:16][CH:15]=[C:14]([N+:18]([O-])=O)[CH:13]=2)(=[O:11])=[O:10])[N:4]=[CH:3]1.C(O)(=O)C. The catalyst is CCO.O.[Fe]. The product is [NH2:18][C:14]1[CH:13]=[C:12]([S:9]([N:8]=[C:7]([N:5]2[CH2:6][C:2]([CH3:1])([CH3:24])[CH:3]=[N:4]2)[NH:21][CH2:22][CH3:23])(=[O:11])=[O:10])[CH:17]=[CH:16][CH:15]=1. The yield is 1.00. (8) The reactants are [CH3:1][C:2]1([CH3:12])[NH:7][CH2:6][C:5]2C=CC=C[C:4]=2O1.[H-].[H-].[H-].[H-].[Li+].[Al+3].[CH2:19]1[CH2:23][O:22][CH2:21][CH2:20]1. No catalyst specified. The product is [CH:2]([NH:7][C:6]1[CH:5]=[CH:4][CH:21]=[CH:20][C:19]=1[CH2:23][OH:22])([CH3:12])[CH3:1]. The yield is 0.950. (9) The reactants are Cl[C:2]1[C:11]2[C:6](=[CH:7][C:8]([O:14][CH2:15][CH2:16][N:17]3[CH2:22][CH2:21][CH2:20][CH2:19][CH2:18]3)=[C:9]([O:12][CH3:13])[CH:10]=2)[N:5]=[CH:4][N:3]=1.[C:23](=O)([O-])[O-].[K+].[K+].[OH:29][C:30]1[CH:31]=[C:32]2[C:36](=[CH:37][CH:38]=1)[N:35]([CH3:39])[CH:34]=[CH:33]2. The catalyst is CC(N(C)C)=O. The product is [CH3:13][O:12][C:9]1[CH:10]=[C:11]2[C:6](=[CH:7][C:8]=1[O:14][CH2:15][CH:16]([N:17]1[CH2:22][CH2:21][CH2:20][CH2:19][CH2:18]1)[CH3:23])[N:5]=[CH:4][N:3]=[C:2]2[O:29][C:30]1[CH:31]=[C:32]2[C:36](=[CH:37][CH:38]=1)[N:35]([CH3:39])[CH:34]=[CH:33]2. The yield is 0.830.